Dataset: Forward reaction prediction with 1.9M reactions from USPTO patents (1976-2016). Task: Predict the product of the given reaction. (1) Given the reactants Cl[C:2]1[CH:7]=[C:6]([C:8]([F:11])([F:10])[F:9])[N:5]=[C:4]([C:12]2[CH:13]=[N:14][CH:15]=[CH:16][CH:17]=2)[N:3]=1.[F:18][C:19]1[C:32]([F:33])=[C:31]([F:34])[C:30]([F:35])=[C:29]([F:36])[C:20]=1[O:21][C:22]1[CH:23]=[C:24]([CH:26]=[CH:27][CH:28]=1)[NH2:25], predict the reaction product. The product is: [F:18][C:19]1[C:32]([F:33])=[C:31]([F:34])[C:30]([F:35])=[C:29]([F:36])[C:20]=1[O:21][C:22]1[CH:23]=[C:24]([CH:26]=[CH:27][CH:28]=1)[NH:25][C:2]1[CH:7]=[C:6]([C:8]([F:11])([F:10])[F:9])[N:5]=[C:4]([C:12]2[CH:13]=[N:14][CH:15]=[CH:16][CH:17]=2)[N:3]=1. (2) Given the reactants [S:1]1[C:6]2[CH:7]=[CH:8][CH:9]=[CH:10][C:5]=2[NH:4][C:3](=[O:11])[CH2:2]1.[Cl:12][S:13](O)(=[O:15])=[O:14], predict the reaction product. The product is: [O:11]=[C:3]1[NH:4][C:5]2[CH:10]=[C:9]([S:13]([Cl:12])(=[O:15])=[O:14])[CH:8]=[CH:7][C:6]=2[S:1][CH2:2]1. (3) Given the reactants [CH3:1][N:2]([CH3:19])[CH:3]1[CH2:8][CH2:7][C:6]([C:9]2[C:17]3[C:12](=[CH:13][CH:14]=[C:15]([NH2:18])[CH:16]=3)[NH:11][CH:10]=2)=[CH:5][CH2:4]1.I.[S:21]1[CH:25]=[CH:24][CH:23]=[C:22]1[C:26](SC)=[NH:27], predict the reaction product. The product is: [CH3:1][N:2]([CH3:19])[CH:3]1[CH2:8][CH2:7][C:6]([C:9]2[C:17]3[C:12](=[CH:13][CH:14]=[C:15]([NH:18][C:26]([C:22]4[S:21][CH:25]=[CH:24][CH:23]=4)=[NH:27])[CH:16]=3)[NH:11][CH:10]=2)=[CH:5][CH2:4]1. (4) The product is: [CH3:1][O:2][C:3](=[O:14])[C:4]1[CH:9]=[CH:8][C:7]([NH:19][CH:15]2[CH2:18][CH2:17][CH2:16]2)=[C:6]([N+:11]([O-:13])=[O:12])[CH:5]=1. Given the reactants [CH3:1][O:2][C:3](=[O:14])[C:4]1[CH:9]=[CH:8][C:7](F)=[C:6]([N+:11]([O-:13])=[O:12])[CH:5]=1.[CH:15]1([NH2:19])[CH2:18][CH2:17][CH2:16]1, predict the reaction product. (5) Given the reactants [CH3:1][O:2][C:3]([C:5]1[CH:14]=[C:13]([OH:15])[C:12]2[C:7](=[C:8]([O:18][CH3:19])[CH:9]=[C:10]([CH:16]=O)[CH:11]=2)[N:6]=1)=[O:4].C(=O)C1C=CC=CC=1.[CH2:28]([NH2:35])[C:29]1[CH:34]=[CH:33][CH:32]=[CH:31][CH:30]=1, predict the reaction product. The product is: [CH3:1][O:2][C:3]([C:5]1[CH:14]=[C:13]([OH:15])[C:12]2[C:7](=[C:8]([O:18][CH3:19])[CH:9]=[C:10]([CH2:16][NH:35][CH2:28][C:29]3[CH:34]=[CH:33][CH:32]=[CH:31][CH:30]=3)[CH:11]=2)[N:6]=1)=[O:4].